Task: Predict the reaction yield, written as a fraction of the theoretical maximum amount of product (1.0 means a 100% yield; for example, 0.34 means a 34% yield).. Dataset: Reaction yield outcomes from USPTO patents with 853,638 reactions (1) The reactants are [C:1]([C:3]1[CH:8]=[CH:7][CH:6]=[CH:5][C:4]=1[C:9]1[CH:14]=[CH:13][C:12]([CH2:15][CH:16]([C:22](=O)[CH2:23][CH2:24][CH3:25])[C:17](OCC)=[O:18])=[CH:11][CH:10]=1)#[N:2].[O:27]1[CH2:32][CH2:31][CH:30]([NH:33][C:34]2[NH:38][CH:37]=[N:36][N:35]=2)[CH2:29][CH2:28]1. No catalyst specified. The product is [O:18]=[C:17]1[C:16]([CH2:15][C:12]2[CH:13]=[CH:14][C:9]([C:4]3[C:3]([C:1]#[N:2])=[CH:8][CH:7]=[CH:6][CH:5]=3)=[CH:10][CH:11]=2)=[C:22]([CH2:23][CH2:24][CH3:25])[N:35]2[N:36]=[CH:37][N:38]=[C:34]2[N:33]1[CH:30]1[CH2:29][CH2:28][O:27][CH2:32][CH2:31]1. The yield is 0.440. (2) The reactants are [Cl:1]NC(=O)CCC(N)=O.[CH3:10][O:11][CH:12]1[CH2:16][CH2:15][N:14]([C:17]2[CH:18]=[C:19]([S:23]([O-:25])=[O:24])[CH:20]=[CH:21][CH:22]=2)[CH2:13]1.[Li+]. The catalyst is ClCCl. The product is [CH3:10][O:11][CH:12]1[CH2:16][CH2:15][N:14]([C:17]2[CH:18]=[C:19]([S:23]([Cl:1])(=[O:25])=[O:24])[CH:20]=[CH:21][CH:22]=2)[CH2:13]1. The yield is 0.830. (3) The reactants are [H-].[H-].[H-].[H-].[Li+].[Al+3].[C:7]1([C@@H:13]([N@@:15]2[CH2:17][CH:16]2[C:18](OC)=[O:19])[CH3:14])[CH:12]=[CH:11][CH:10]=[CH:9][CH:8]=1.C1([C@@H]([N@]2CC2C(OC)=O)C)C=CC=CC=1.[OH-].[K+]. The catalyst is C1COCC1. The product is [C:7]1([C@@H:13]([N@:15]2[CH2:17][CH:16]2[CH2:18][OH:19])[CH3:14])[CH:8]=[CH:9][CH:10]=[CH:11][CH:12]=1. The yield is 0.900. (4) The reactants are C1(P(C2C=CC=CC=2)C2C=CC3C(=CC=CC=3)C=2C2C3C(=CC=CC=3)C=CC=2P(C2C=CC=CC=2)C2C=CC=CC=2)C=CC=CC=1.Br[C:48]1[CH:53]=[CH:52][C:51]([S:54]([NH:57][C:58]2[CH:63]=[CH:62][C:61]([C@@H:64]3[CH2:70][C@@H:69]4[C@H:65]3[CH2:66][N:67]([CH2:71][CH2:72][CH3:73])[CH2:68]4)=[CH:60][CH:59]=2)(=[O:56])=[O:55])=[CH:50][CH:49]=1.[CH3:74][O:75][CH2:76][C@H:77]1[CH2:81][CH2:80][CH2:79][NH:78]1.ClCCl.CO. The catalyst is O1CCCC1. The product is [CH3:74][O:75][CH2:76][C@H:77]1[CH2:81][CH2:80][CH2:79][N:78]1[C:48]1[CH:53]=[CH:52][C:51]([S:54]([NH:57][C:58]2[CH:63]=[CH:62][C:61]([C@@H:64]3[CH2:70][C@@H:69]4[C@H:65]3[CH2:66][N:67]([CH2:71][CH2:72][CH3:73])[CH2:68]4)=[CH:60][CH:59]=2)(=[O:56])=[O:55])=[CH:50][CH:49]=1. The yield is 0.180. (5) The reactants are [CH3:1][S:2]([C:5]1[CH:20]=[CH:19][C:8]([CH2:9][O:10][C:11]2[CH:12]=[CH:13][C:14]([CH2:17][OH:18])=[N:15][CH:16]=2)=[CH:7][CH:6]=1)(=[O:4])=[O:3]. The catalyst is C(Cl)(Cl)Cl.[O-2].[O-2].[Mn+4]. The product is [CH3:1][S:2]([C:5]1[CH:6]=[CH:7][C:8]([CH2:9][O:10][C:11]2[CH:12]=[CH:13][C:14]([CH:17]=[O:18])=[N:15][CH:16]=2)=[CH:19][CH:20]=1)(=[O:4])=[O:3]. The yield is 0.610. (6) The reactants are Cl.[NH2:2][C@@H:3]1[CH2:8][CH2:7][CH2:6][N:5]([C:9]([C:11]2[S:12][C:13]([C:16]3[C:20]([CH3:21])=[C:19]([C:22]([F:25])([F:24])[F:23])[O:18][N:17]=3)=[CH:14][CH:15]=2)=[O:10])[CH2:4]1.C(N(CC)CC)C.[C:33](Cl)(=[O:35])[CH3:34]. The catalyst is C1COCC1. The product is [CH3:21][C:20]1[C:16]([C:13]2[S:12][C:11]([C:9]([N:5]3[CH2:6][CH2:7][CH2:8][C@@H:3]([NH:2][C:33](=[O:35])[CH3:34])[CH2:4]3)=[O:10])=[CH:15][CH:14]=2)=[N:17][O:18][C:19]=1[C:22]([F:25])([F:24])[F:23]. The yield is 0.830. (7) The reactants are [Cl:1][C:2]1[N:3]([C:12]2[C:13](=[O:23])[N:14]([CH3:22])[N:15]=[C:16]([CH:20]=C)[C:17]=2[O:18][CH3:19])[C:4]2[C:9]([C:10]=1[Cl:11])=[CH:8][CH:7]=[CH:6][CH:5]=2.[O:24]=[O+][O-].C1(P(C2C=CC=CC=2)C2C=CC=CC=2)C=CC=CC=1. The catalyst is ClCCl. The product is [Cl:1][C:2]1[N:3]([C:12]2[C:13](=[O:23])[N:14]([CH3:22])[N:15]=[C:16]([CH:20]=[O:24])[C:17]=2[O:18][CH3:19])[C:4]2[C:9]([C:10]=1[Cl:11])=[CH:8][CH:7]=[CH:6][CH:5]=2. The yield is 0.630.